Dataset: Full USPTO retrosynthesis dataset with 1.9M reactions from patents (1976-2016). Task: Predict the reactants needed to synthesize the given product. (1) Given the product [OH:8][C:9]1[CH:14]=[CH:13][CH:12]=[CH:11][C:10]=1[C:15]1[O:16][C@@H:17]([CH3:30])[C@@H:18]([C:20]([OH:22])=[O:21])[N:19]=1, predict the reactants needed to synthesize it. The reactants are: C([O:8][C:9]1[CH:14]=[CH:13][CH:12]=[CH:11][C:10]=1[C:15]1[O:16][C@@H:17]([CH3:30])[C@@H:18]([C:20]([O:22]CC2C=CC=CC=2)=[O:21])[N:19]=1)C1C=CC=CC=1. (2) Given the product [Br:1][C:2]1[CH:3]=[CH:4][C:5]2[O:9][C:8](=[O:10])[N:7]([CH2:13][CH2:14][O:15][CH3:16])[C:6]=2[CH:11]=1, predict the reactants needed to synthesize it. The reactants are: [Br:1][C:2]1[CH:3]=[CH:4][C:5]2[O:9][C:8](=[O:10])[NH:7][C:6]=2[CH:11]=1.Br[CH2:13][CH2:14][O:15][CH3:16].C(=O)([O-])[O-].[K+].[K+].O. (3) Given the product [CH:31]1([CH2:30][N:26]([CH2:27][CH2:28][CH3:29])[C:24]([C:20]2[O:19][C:18]([C:15]3[CH:14]=[CH:13][C:12]([O:11][CH2:10][CH2:9][CH2:8][N:3]4[CH2:4][CH2:5][CH2:6][CH:2]4[CH3:1])=[CH:17][CH:16]=3)=[N:22][C:21]=2[CH3:23])=[O:25])[CH2:33][CH2:32]1, predict the reactants needed to synthesize it. The reactants are: [CH3:1][CH:2]1[CH2:6][CH2:5][CH2:4][NH:3]1.Cl[CH2:8][CH2:9][CH2:10][O:11][C:12]1[CH:17]=[CH:16][C:15]([C:18]2[O:19][C:20]([C:24]([N:26]([CH2:30][CH:31]3[CH2:33][CH2:32]3)[CH2:27][CH2:28][CH3:29])=[O:25])=[C:21]([CH3:23])[N:22]=2)=[CH:14][CH:13]=1.C(=O)([O-])[O-].[K+].[K+].[I-].[Na+]. (4) Given the product [Br:8][C:5]1[CH:6]=[CH:7][C:2]([NH:1][C:22](=[O:23])[C:21]2[CH:20]=[CH:19][C:18]([CH:17]([F:16])[F:27])=[CH:26][CH:25]=2)=[C:3]([OH:9])[CH:4]=1, predict the reactants needed to synthesize it. The reactants are: [NH2:1][C:2]1[CH:7]=[CH:6][C:5]([Br:8])=[CH:4][C:3]=1[OH:9].N1C=CC=CC=1.[F:16][CH:17]([F:27])[C:18]1[CH:26]=[CH:25][C:21]([C:22](Cl)=[O:23])=[CH:20][CH:19]=1.